This data is from Catalyst prediction with 721,799 reactions and 888 catalyst types from USPTO. The task is: Predict which catalyst facilitates the given reaction. (1) Reactant: [OH:1][C:2]1[CH:25]=[CH:24][C:5]2[C:6]([CH2:9][CH2:10][CH:11]3[CH2:16][CH2:15][N:14]([C:17]([O:19][C:20]([CH3:23])([CH3:22])[CH3:21])=[O:18])[CH2:13][CH2:12]3)=[N:7][O:8][C:4]=2[C:3]=1[CH2:26][OH:27].C(=O)([O-])[O-].[K+].[K+].[Cl:34][C:35]1[CH:36]=[C:37]([CH:40]=[CH:41][C:42]=1[Cl:43])[CH2:38]Cl.O. Product: [Cl:34][C:35]1[CH:36]=[C:37]([CH:40]=[CH:41][C:42]=1[Cl:43])[CH2:38][O:1][C:2]1[CH:25]=[CH:24][C:5]2[C:6]([CH2:9][CH2:10][CH:11]3[CH2:16][CH2:15][N:14]([C:17]([O:19][C:20]([CH3:23])([CH3:22])[CH3:21])=[O:18])[CH2:13][CH2:12]3)=[N:7][O:8][C:4]=2[C:3]=1[CH2:26][OH:27]. The catalyst class is: 397. (2) Reactant: [F:1][C:2]1[CH:11]=[C:10]2[C:5]([C:6](O)=[CH:7][N:8]=[N:9]2)=[CH:4][C:3]=1[O:13][CH3:14].C(Cl)(Cl)Cl.P(Br)(Br)([Br:21])=O. Product: [Br:21][C:6]1[C:5]2[C:10](=[CH:11][C:2]([F:1])=[C:3]([O:13][CH3:14])[CH:4]=2)[N:9]=[N:8][CH:7]=1. The catalyst class is: 61. (3) Reactant: Cl[C:2]1[C:7]([Cl:8])=[C:6]([Cl:9])[N:5]=[C:4]([C:10]([Cl:13])([Cl:12])[Cl:11])[CH:3]=1.[N-:14]=[N+]=[N-].[Na+].O.[BH4-].[Na+]. Product: [NH2:14][C:2]1[C:7]([Cl:8])=[C:6]([Cl:9])[N:5]=[C:4]([C:10]([Cl:13])([Cl:12])[Cl:11])[CH:3]=1. The catalyst class is: 121. (4) Reactant: Cl[C:2]1[N:3]=[N:4][C:5]([O:8][CH2:9][C:10]2[C:11]([C:16]3[CH:21]=[CH:20][CH:19]=[CH:18][CH:17]=3)=[N:12][O:13][C:14]=2[CH3:15])=[CH:6][CH:7]=1.[NH:22]1[CH2:26][CH2:25][CH2:24][CH2:23]1.CC(C)([O-])C.[Na+].C1(P(C2C=CC=CC=2)C2C=CC3C(=CC=CC=3)C=2C2C3C(=CC=CC=3)C=CC=2P(C2C=CC=CC=2)C2C=CC=CC=2)C=CC=CC=1. Product: [CH3:15][C:14]1[O:13][N:12]=[C:11]([C:16]2[CH:21]=[CH:20][CH:19]=[CH:18][CH:17]=2)[C:10]=1[CH2:9][O:8][C:5]1[N:4]=[N:3][C:2]([N:22]2[CH2:26][CH2:25][CH2:24][CH2:23]2)=[CH:7][CH:6]=1. The catalyst class is: 11. (5) Reactant: [NH2:1][C:2]1[CH:7]=[CH:6][CH:5]=[C:4]([NH2:8])[N:3]=1.Cl[CH2:10][CH:11]=O. Product: [N:1]1[CH:10]=[CH:11][N:3]2[C:4]([NH2:8])=[CH:5][CH:6]=[CH:7][C:2]=12. The catalyst class is: 14. (6) Reactant: [C:1]1([CH3:21])[CH:6]=[CH:5][C:4]([C:7]2[C:8]3[C:13]([CH:14]=[C:15]4[C:20]=2[CH:19]=[CH:18][CH:17]=[CH:16]4)=[CH:12][CH:11]=[CH:10][CH:9]=3)=[CH:3][CH:2]=1.C1C(=O)N([Br:29])C(=O)C1.O. Product: [Br:29][C:14]1[C:15]2[C:20]([C:7]([C:4]3[CH:3]=[CH:2][C:1]([CH3:21])=[CH:6][CH:5]=3)=[C:8]3[C:13]=1[CH:12]=[CH:11][CH:10]=[CH:9]3)=[CH:19][CH:18]=[CH:17][CH:16]=2. The catalyst class is: 1.